Dataset: Full USPTO retrosynthesis dataset with 1.9M reactions from patents (1976-2016). Task: Predict the reactants needed to synthesize the given product. The reactants are: [Cl:1][C:2]1[CH:3]=[C:4]([C:8]2[N:13]=[C:12]3[CH2:14][CH2:15][CH2:16][C:11]3=[C:10]([CH2:17][C:18]3[CH:23]=[CH:22][C:21]([CH2:24][C:25]([O:27]C)=O)=[CH:20][CH:19]=3)[CH:9]=2)[CH:5]=[CH:6][CH:7]=1.[Cl-].[NH4+:30].N. Given the product [Cl:1][C:2]1[CH:3]=[C:4]([C:8]2[N:13]=[C:12]3[CH2:14][CH2:15][CH2:16][C:11]3=[C:10]([CH2:17][C:18]3[CH:23]=[CH:22][C:21]([CH2:24][C:25]([NH2:30])=[O:27])=[CH:20][CH:19]=3)[CH:9]=2)[CH:5]=[CH:6][CH:7]=1, predict the reactants needed to synthesize it.